From a dataset of Peptide-MHC class I binding affinity with 185,985 pairs from IEDB/IMGT. Regression. Given a peptide amino acid sequence and an MHC pseudo amino acid sequence, predict their binding affinity value. This is MHC class I binding data. (1) The peptide sequence is PTAGVLARW. The MHC is HLA-B57:01 with pseudo-sequence HLA-B57:01. The binding affinity (normalized) is 0.686. (2) The peptide sequence is YAMCTNTFVL. The MHC is HLA-B35:01 with pseudo-sequence HLA-B35:01. The binding affinity (normalized) is 0.831.